Predict which catalyst facilitates the given reaction. From a dataset of Catalyst prediction with 721,799 reactions and 888 catalyst types from USPTO. (1) Reactant: C1(C)C=CC=CC=1.Br.[Br:9][CH2:10][CH2:11][CH2:12][NH2:13].C(N(CC)CC)C.[N+:21]([C:24]1[CH:32]=[CH:31][C:27]([C:28](Cl)=[O:29])=[CH:26][CH:25]=1)([O-:23])=[O:22]. Product: [Br:9][CH2:10][CH2:11][CH2:12][NH:13][C:28](=[O:29])[C:27]1[CH:26]=[CH:25][C:24]([N+:21]([O-:23])=[O:22])=[CH:32][CH:31]=1. The catalyst class is: 13. (2) Reactant: [CH:1]1([C:4](Cl)=[O:5])[CH2:3][CH2:2]1.[NH2:7][C:8]1[C:9]([O:49][CH3:50])=[C:10]([NH:18][C:19]([C:21]2[CH:22]=[CH:23][C:24]([CH3:48])=[C:25]([CH:47]=2)[O:26][C:27]2[CH:32]=[CH:31][N:30]=[C:29]([CH2:33][CH:34]3[CH2:39][CH2:38][N:37]([C:40]([O:42][C:43]([CH3:46])([CH3:45])[CH3:44])=[O:41])[CH2:36][CH2:35]3)[CH:28]=2)=[O:20])[CH:11]=[C:12]([C:14]([CH3:17])([CH3:16])[CH3:15])[CH:13]=1.C(N(CC)CC)C.O. Product: [C:14]([C:12]1[CH:13]=[C:8]([NH:7][C:4]([CH:1]2[CH2:3][CH2:2]2)=[O:5])[C:9]([O:49][CH3:50])=[C:10]([NH:18][C:19]([C:21]2[CH:22]=[CH:23][C:24]([CH3:48])=[C:25]([CH:47]=2)[O:26][C:27]2[CH:32]=[CH:31][N:30]=[C:29]([CH2:33][CH:34]3[CH2:35][CH2:36][N:37]([C:40]([O:42][C:43]([CH3:44])([CH3:45])[CH3:46])=[O:41])[CH2:38][CH2:39]3)[CH:28]=2)=[O:20])[CH:11]=1)([CH3:15])([CH3:16])[CH3:17]. The catalyst class is: 4. (3) Reactant: OC(C(F)(F)F)=O.[C:8]1([N:14]2[C:23]3[C:18](=[CH:19][CH:20]=[CH:21][CH:22]=3)[CH2:17][CH:16]([NH2:24])[CH2:15]2)[CH:13]=[CH:12][CH:11]=[CH:10][CH:9]=1.Cl[C:26]1[N:31]=[C:30]([NH2:32])[N:29]=[C:28]2[NH:33][N:34]=[CH:35][C:27]=12.C(N(C(C)C)CC)(C)C. Product: [C:8]1([N:14]2[C:23]3[C:18](=[CH:19][CH:20]=[CH:21][CH:22]=3)[CH2:17][CH:16]([NH:24][C:26]3[N:31]=[C:30]([NH2:32])[N:29]=[C:28]4[NH:33][N:34]=[CH:35][C:27]=34)[CH2:15]2)[CH:13]=[CH:12][CH:11]=[CH:10][CH:9]=1. The catalyst class is: 287. (4) Reactant: [CH3:1][O:2][CH:3]([CH3:31])[CH2:4][CH2:5][CH2:6][CH2:7][CH2:8][O:9][C:10]1[CH:15]=[CH:14][C:13]([C:16]2[S:20][C:19]([C:21]3[CH:30]=[CH:29][C:24]([C:25]([O:27]C)=[O:26])=[CH:23][CH:22]=3)=[N:18][N:17]=2)=[CH:12][CH:11]=1.[OH-].[Na+].O.Cl. Product: [CH3:1][O:2][CH:3]([CH3:31])[CH2:4][CH2:5][CH2:6][CH2:7][CH2:8][O:9][C:10]1[CH:11]=[CH:12][C:13]([C:16]2[S:20][C:19]([C:21]3[CH:22]=[CH:23][C:24]([C:25]([OH:27])=[O:26])=[CH:29][CH:30]=3)=[N:18][N:17]=2)=[CH:14][CH:15]=1. The catalyst class is: 301. (5) Product: [CH3:12][C:13]1([CH3:14])[CH2:17][O:18][CH:19]([C:21]2[CH:22]=[C:23]([C:27](=[O:40])[CH2:28][CH2:29][C:30]3[CH:39]=[CH:38][CH:37]=[CH:36][C:31]=3[C:32]([O:34][CH3:35])=[O:33])[CH:24]=[CH:25][CH:26]=2)[O:16][CH2:15]1. Reactant: C1(C)C=CC(S(O)(=O)=O)=CC=1.[CH3:12][C:13]([CH2:17][OH:18])([CH2:15][OH:16])[CH3:14].[CH:19]([C:21]1[CH:22]=[C:23]([C:27](=[O:40])[CH2:28][CH2:29][C:30]2[CH:39]=[CH:38][CH:37]=[CH:36][C:31]=2[C:32]([O:34][CH3:35])=[O:33])[CH:24]=[CH:25][CH:26]=1)=O.C([O-])(O)=O.[Na+]. The catalyst class is: 11.